Dataset: Reaction yield outcomes from USPTO patents with 853,638 reactions. Task: Predict the reaction yield, written as a fraction of the theoretical maximum amount of product (1.0 means a 100% yield; for example, 0.34 means a 34% yield). (1) The reactants are [Br:1][C:2]1[CH:18]=[C:17](/[CH:19]=[CH:20]/[CH:21]([C:26]2[CH:31]=[C:30]([Cl:32])[C:29]([Cl:33])=[C:28]([Cl:34])[CH:27]=2)[C:22]([F:25])([F:24])[F:23])[CH:16]=[CH:15][C:3]=1[C:4]([NH:6][CH2:7][C:8]([O:10]C(C)(C)C)=[O:9])=[O:5].C(O)(C(F)(F)F)=O. The catalyst is C(Cl)Cl. The product is [Br:1][C:2]1[CH:18]=[C:17](/[CH:19]=[CH:20]/[CH:21]([C:26]2[CH:31]=[C:30]([Cl:32])[C:29]([Cl:33])=[C:28]([Cl:34])[CH:27]=2)[C:22]([F:24])([F:25])[F:23])[CH:16]=[CH:15][C:3]=1[C:4]([NH:6][CH2:7][C:8]([OH:10])=[O:9])=[O:5]. The yield is 0.780. (2) The reactants are [OH:1][C:2]1[CH:7]=[CH:6][C:5]([C:8](=[O:28])[CH2:9][NH:10][C:11]([C@@:13]2([CH3:27])[CH2:17][O:16][C:15]([CH3:19])([CH3:18])[N:14]2[C:20]([O:22][C:23]([CH3:26])([CH3:25])[CH3:24])=[O:21])=[O:12])=[CH:4][C:3]=1[C:29]([F:32])([F:31])[F:30].[O:33]([CH2:40][CH2:41][CH2:42][CH2:43]O)[C:34]1[CH:39]=[CH:38][CH:37]=[CH:36][CH:35]=1. The catalyst is C(#N)C.O. The product is [CH3:18][C:15]1([CH3:19])[N:14]([C:20]([O:22][C:23]([CH3:24])([CH3:25])[CH3:26])=[O:21])[C@@:13]([CH3:27])([C:11](=[O:12])[NH:10][CH2:9][C:8](=[O:28])[C:5]2[CH:6]=[CH:7][C:2]([O:1][CH2:43][CH2:42][CH2:41][CH2:40][O:33][C:34]3[CH:39]=[CH:38][CH:37]=[CH:36][CH:35]=3)=[C:3]([C:29]([F:31])([F:32])[F:30])[CH:4]=2)[CH2:17][O:16]1. The yield is 0.390. (3) The reactants are [Cl:1][C:2]1[CH:32]=[CH:31][C:5]([O:6][C:7]2[CH:30]=[CH:29][C:10]([CH2:11][CH2:12][C:13]3[NH:14][CH:15]=[C:16]([CH2:20][C:21]4[CH:22]=[N:23][C:24]([O:27][CH3:28])=[N:25][CH:26]=4)[C:17](=[O:19])[N:18]=3)=[CH:9][CH:8]=2)=[CH:4][C:3]=1[C:33]([F:36])([F:35])[F:34].[CH3:37]CN(C(C)C)C(C)C.CI. The catalyst is ClC(Cl)C. The product is [Cl:1][C:2]1[CH:32]=[CH:31][C:5]([O:6][C:7]2[CH:30]=[CH:29][C:10]([CH2:11][CH2:12][C:13]3[N:14]([CH3:37])[CH:15]=[C:16]([CH2:20][C:21]4[CH:26]=[N:25][C:24]([O:27][CH3:28])=[N:23][CH:22]=4)[C:17](=[O:19])[N:18]=3)=[CH:9][CH:8]=2)=[CH:4][C:3]=1[C:33]([F:34])([F:35])[F:36]. The yield is 0.158. (4) The reactants are C([O:8][C:9]1[CH:10]=[C:11]([C:91](=[O:107])[NH:92][CH2:93][CH2:94][O:95][CH2:96][CH2:97][O:98][CH2:99][CH2:100][O:101][CH2:102][CH2:103][C:104]([OH:106])=[O:105])[CH:12]=[C:13]([C:23](=[O:90])[NH:24][C@H:25]2[CH2:36][O:35][C:34](=[O:37])[C@@H:33]([NH:38][C:39](=[O:62])[C:40]3[CH:45]=[CH:44][CH:43]=[C:42]([O:46]CC4C=CC=CC=4)[C:41]=3[O:54]CC3C=CC=CC=3)[CH2:32][O:31][C:30](=[O:63])[C@@H:29]([NH:64][C:65](=[O:88])[C:66]3[CH:71]=[CH:70][CH:69]=[C:68]([O:72]CC4C=CC=CC=4)[C:67]=3[O:80]CC3C=CC=CC=3)[CH2:28][O:27][C:26]2=[O:89])[C:14]=1[O:15]CC1C=CC=CC=1)C1C=CC=CC=1. The catalyst is CCO.CCOC(C)=O.O.CC#N.CS(C)=O.[Pd]. The product is [OH:54][C:41]1[C:42]([OH:46])=[CH:43][CH:44]=[CH:45][C:40]=1[C:39]([NH:38][C@H:33]1[CH2:32][O:31][C:30](=[O:63])[C@@H:29]([NH:64][C:65](=[O:88])[C:66]2[CH:71]=[CH:70][CH:69]=[C:68]([OH:72])[C:67]=2[OH:80])[CH2:28][O:27][C:26](=[O:89])[C@@H:25]([NH:24][C:23]([C:13]2[CH:12]=[C:11]([C:91](=[O:107])[NH:92][CH2:93][CH2:94][O:95][CH2:96][CH2:97][O:98][CH2:99][CH2:100][O:101][CH2:102][CH2:103][C:104]([OH:106])=[O:105])[CH:10]=[C:9]([OH:8])[C:14]=2[OH:15])=[O:90])[CH2:36][O:35][C:34]1=[O:37])=[O:62]. The yield is 0.780. (5) The reactants are [Li+].[OH-].[CH3:3][C@H:4]1[C:12]2[C:11]([C:13]3[CH:22]=[CH:21][C:16]([C:17]([O:19]C)=[O:18])=[CH:15][CH:14]=3)=[N:10][CH:9]=[N:8][C:7]=2[CH2:6][CH2:5]1. The catalyst is O.C1COCC1. The product is [CH3:3][C@H:4]1[C:12]2[C:11]([C:13]3[CH:22]=[CH:21][C:16]([C:17]([OH:19])=[O:18])=[CH:15][CH:14]=3)=[N:10][CH:9]=[N:8][C:7]=2[CH2:6][CH2:5]1. The yield is 0.900.